This data is from Reaction yield outcomes from USPTO patents with 853,638 reactions. The task is: Predict the reaction yield, written as a fraction of the theoretical maximum amount of product (1.0 means a 100% yield; for example, 0.34 means a 34% yield). (1) The reactants are [CH2:1]([O:3][C:4](=[O:36])[N:5]([CH:12]([C:20]1[CH:25]=[CH:24][C:23]([O:26][CH2:27][C:28]2[CH:33]=[CH:32][CH:31]=[CH:30][CH:29]=2)=[C:22]([O:34][CH3:35])[CH:21]=1)[CH2:13][C:14]1[CH:19]=[CH:18][CH:17]=[CH:16][CH:15]=1)[CH2:6][CH:7](OC)OC)[CH3:2].Cl.[OH-].[Na+].[C:40](OCC)(=[O:42])C.CCCCCC. The catalyst is CC(C)=O. The product is [CH2:1]([O:3][C:4]([N:5]1[CH:6]=[CH:7][C:25]2[C:20](=[CH:21][C:22]([O:34][CH3:35])=[C:23]([O:26][CH2:27][C:28]3[CH:29]=[CH:30][CH:31]=[CH:32][CH:33]=3)[CH:24]=2)[CH:12]1[CH2:13][C:14]1[CH:15]=[CH:16][CH:17]=[C:18]([O:42][CH3:40])[CH:19]=1)=[O:36])[CH3:2]. The yield is 0.850. (2) The reactants are C([O:4][C:5](=[O:35])[CH:6]([N:16]([C:26](=[O:34])[CH:27]([CH2:31][CH2:32][Cl:33])[C:28](=[O:30])[CH3:29])[CH2:17][C:18]1[CH:23]=[CH:22][C:21]([O:24][CH3:25])=[CH:20][CH:19]=1)[CH2:7][O:8][CH2:9][C:10]1[CH:15]=[CH:14][CH:13]=[CH:12][CH:11]=1)C=C.N1CCOCC1. The catalyst is C1COCC1.CCOCC.C1C=CC([P]([Pd]([P](C2C=CC=CC=2)(C2C=CC=CC=2)C2C=CC=CC=2)([P](C2C=CC=CC=2)(C2C=CC=CC=2)C2C=CC=CC=2)[P](C2C=CC=CC=2)(C2C=CC=CC=2)C2C=CC=CC=2)(C2C=CC=CC=2)C2C=CC=CC=2)=CC=1. The product is [CH2:9]([O:8][CH2:7][CH:6]([N:16]([C:26](=[O:34])[CH:27]([CH2:31][CH2:32][Cl:33])[C:28](=[O:30])[CH3:29])[CH2:17][C:18]1[CH:19]=[CH:20][C:21]([O:24][CH3:25])=[CH:22][CH:23]=1)[C:5]([OH:35])=[O:4])[C:10]1[CH:15]=[CH:14][CH:13]=[CH:12][CH:11]=1. The yield is 0.750. (3) The reactants are [CH2:1]([N:4]([C:16]([CH3:23])([CH3:22])[C:17]([O:19]CC)=[O:18])[NH:5][C:6](=[O:15])[NH:7][CH2:8][C:9]1[CH:14]=[CH:13][CH:12]=[CH:11][CH:10]=1)[CH:2]=[CH2:3].O.[OH-].[Li+]. The catalyst is O1CCCC1.CO.O.O. The product is [CH2:1]([N:4]([C:16]([CH3:23])([CH3:22])[C:17]([OH:19])=[O:18])[NH:5][C:6](=[O:15])[NH:7][CH2:8][C:9]1[CH:14]=[CH:13][CH:12]=[CH:11][CH:10]=1)[CH:2]=[CH2:3]. The yield is 0.830. (4) The reactants are [CH3:1][N:2]1[C:6]([CH2:7][OH:8])=[CH:5][C:4]([CH3:9])=[N:3]1.C(=O)(O)[O-].[Na+].[Br:15]Br. The catalyst is C(O)C. The product is [Br:15][C:5]1[C:4]([CH3:9])=[N:3][N:2]([CH3:1])[C:6]=1[CH2:7][OH:8]. The yield is 0.590. (5) The reactants are [CH2:1]([CH:8]([C:14]([NH:16][C@H:17]([C:28]1[S:29][CH:30]=[C:31]([CH2:33][CH3:34])[N:32]=1)[CH2:18][C:19]1[CH:24]=[CH:23][C:22]([N+:25]([O-:27])=[O:26])=[CH:21][CH:20]=1)=[O:15])[C:9]([O:11]CC)=O)[C:2]1[CH:7]=[CH:6][CH:5]=[CH:4][CH:3]=1.C(=O)([O-])[O-].[K+].[K+].[C:41](=[N:44]O)([NH2:43])[CH3:42]. The catalyst is C1(C)C=CC=CC=1. The product is [CH2:33]([C:31]1[N:32]=[C:28]([C@@H:17]([NH:16][C:14](=[O:15])[CH:8]([C:9]2[O:11][N:44]=[C:41]([CH3:42])[N:43]=2)[CH2:1][C:2]2[CH:3]=[CH:4][CH:5]=[CH:6][CH:7]=2)[CH2:18][C:19]2[CH:20]=[CH:21][C:22]([N+:25]([O-:27])=[O:26])=[CH:23][CH:24]=2)[S:29][CH:30]=1)[CH3:34]. The yield is 0.940. (6) The reactants are C(OC([N:11]1[CH2:15][C:14]([F:17])([F:16])[CH2:13][C@H:12]1[C:18](=[O:31])[NH:19][CH:20]1[CH:27]2[CH2:28][CH:23]3[CH2:24][C:25]([OH:30])([CH2:29][CH:21]1[CH2:22]3)[CH2:26]2)=O)C1C=CC=CC=1. The catalyst is C(O)C.[Pd]. The product is [OH:30][C:25]12[CH2:29][CH:21]3[CH2:22][CH:23]([CH2:28][CH:27]([CH:20]3[NH:19][C:18]([C@@H:12]3[CH2:13][C:14]([F:17])([F:16])[CH2:15][NH:11]3)=[O:31])[CH2:26]1)[CH2:24]2. The yield is 0.930. (7) The product is [Br:29][C:30]1[C:31]([F:40])=[C:32]2[C:38]([NH:39][C:1](=[O:6])[CH:2]([CH3:4])[CH3:3])=[CH:37][NH:36][C:33]2=[N:34][CH:35]=1. The catalyst is C(Cl)Cl. The reactants are [C:1]([OH:6])(=O)[CH:2]([CH3:4])[CH3:3].O=C1N(P(Cl)(N2CCOC2=O)=O)CCO1.C(N(CC)CC)C.[Br:29][C:30]1[C:31]([F:40])=[C:32]2[C:38]([NH2:39])=[CH:37][NH:36][C:33]2=[N:34][CH:35]=1.[Li+].[OH-].C([O-])([O-])=O.[Na+].[Na+]. The yield is 0.300. (8) The reactants are [NH2:1][C:2]1[C:17]([O:18][CH3:19])=[CH:16][C:5]2[CH2:6][CH2:7][N:8]([CH2:11][C:12]([CH3:15])([OH:14])[CH3:13])[CH2:9][CH2:10][C:4]=2[CH:3]=1.C([Si](C)(C)[O:25][C@H:26]1[CH2:30][CH2:29][N:28]([S:31]([C:34]2[CH:39]=[CH:38][CH:37]=[CH:36][C:35]=2[NH:40][C:41]2[C:46]([Cl:47])=[CH:45][N:44]=[C:43](Cl)[N:42]=2)(=[O:33])=[O:32])[CH2:27]1)(C)(C)C. No catalyst specified. The product is [Cl:47][C:46]1[C:41]([NH:40][C:35]2[CH:36]=[CH:37][CH:38]=[CH:39][C:34]=2[S:31]([N:28]2[CH2:29][CH2:30][C@H:26]([OH:25])[CH2:27]2)(=[O:32])=[O:33])=[N:42][C:43]([NH:1][C:2]2[C:17]([O:18][CH3:19])=[CH:16][C:5]3[CH2:6][CH2:7][N:8]([CH2:11][C:12]([OH:14])([CH3:15])[CH3:13])[CH2:9][CH2:10][C:4]=3[CH:3]=2)=[N:44][CH:45]=1. The yield is 0.650.